From a dataset of NCI-60 drug combinations with 297,098 pairs across 59 cell lines. Regression. Given two drug SMILES strings and cell line genomic features, predict the synergy score measuring deviation from expected non-interaction effect. (1) Drug 1: CNC(=O)C1=CC=CC=C1SC2=CC3=C(C=C2)C(=NN3)C=CC4=CC=CC=N4. Drug 2: CS(=O)(=O)C1=CC(=C(C=C1)C(=O)NC2=CC(=C(C=C2)Cl)C3=CC=CC=N3)Cl. Cell line: LOX IMVI. Synergy scores: CSS=16.5, Synergy_ZIP=-5.20, Synergy_Bliss=1.98, Synergy_Loewe=3.36, Synergy_HSA=3.33. (2) Cell line: NCI-H460. Drug 1: CN1CCC(CC1)COC2=C(C=C3C(=C2)N=CN=C3NC4=C(C=C(C=C4)Br)F)OC. Synergy scores: CSS=35.2, Synergy_ZIP=-8.41, Synergy_Bliss=-2.11, Synergy_Loewe=-0.284, Synergy_HSA=0.202. Drug 2: C1CN(CCN1C(=O)CCBr)C(=O)CCBr. (3) Drug 1: C1=C(C(=O)NC(=O)N1)N(CCCl)CCCl. Drug 2: CC1C(C(CC(O1)OC2CC(CC3=C2C(=C4C(=C3O)C(=O)C5=CC=CC=C5C4=O)O)(C(=O)C)O)N)O. Cell line: HS 578T. Synergy scores: CSS=62.1, Synergy_ZIP=-4.33, Synergy_Bliss=1.77, Synergy_Loewe=5.73, Synergy_HSA=6.91.